From a dataset of Peptide-MHC class I binding affinity with 185,985 pairs from IEDB/IMGT. Regression. Given a peptide amino acid sequence and an MHC pseudo amino acid sequence, predict their binding affinity value. This is MHC class I binding data. The peptide sequence is VVISKKDTY. The MHC is HLA-B58:01 with pseudo-sequence HLA-B58:01. The binding affinity (normalized) is 0.0847.